From a dataset of Peptide-MHC class I binding affinity with 185,985 pairs from IEDB/IMGT. Regression. Given a peptide amino acid sequence and an MHC pseudo amino acid sequence, predict their binding affinity value. This is MHC class I binding data. (1) The peptide sequence is VGSSGLSRY. The MHC is Patr-A0301 with pseudo-sequence Patr-A0301. The binding affinity (normalized) is 0. (2) The peptide sequence is KENDSKEGFF. The MHC is HLA-B40:02 with pseudo-sequence HLA-B40:02. The binding affinity (normalized) is 0.454. (3) The peptide sequence is VKKLWGHLP. The MHC is HLA-A01:01 with pseudo-sequence HLA-A01:01. The binding affinity (normalized) is 0.0847. (4) The peptide sequence is EQRLIDICV. The binding affinity (normalized) is 0.0847. The MHC is HLA-A02:01 with pseudo-sequence HLA-A02:01. (5) The peptide sequence is LQGGGPPYG. The MHC is HLA-A01:01 with pseudo-sequence HLA-A01:01. The binding affinity (normalized) is 0. (6) The peptide sequence is VMTSAQITM. The MHC is H-2-Kb with pseudo-sequence H-2-Kb. The binding affinity (normalized) is 0.281. (7) The peptide sequence is KNDAVYIGY. The MHC is HLA-B07:02 with pseudo-sequence HLA-B07:02. The binding affinity (normalized) is 0.0847.